From a dataset of Full USPTO retrosynthesis dataset with 1.9M reactions from patents (1976-2016). Predict the reactants needed to synthesize the given product. (1) Given the product [CH2:29]([O:28][C:18]1[CH:17]=[C:11]([CH:10]=[C:9]([O:8][CH2:1][CH2:2][CH2:3][CH2:4][CH2:5][CH2:6][CH3:7])[C:19]=1[O:20][CH2:21][CH2:22][CH2:23][CH2:24][CH2:25][CH2:26][CH3:27])[C:12]([OH:14])=[O:13])[CH2:30][CH2:31][CH2:32][CH2:33][CH2:34][CH3:35], predict the reactants needed to synthesize it. The reactants are: [CH2:1]([O:8][C:9]1[CH:10]=[C:11]([CH:17]=[C:18]([O:28][CH2:29][CH2:30][CH2:31][CH2:32][CH2:33][CH2:34][CH3:35])[C:19]=1[O:20][CH2:21][CH2:22][CH2:23][CH2:24][CH2:25][CH2:26][CH3:27])[C:12]([O:14]CC)=[O:13])[CH2:2][CH2:3][CH2:4][CH2:5][CH2:6][CH3:7].[OH-].[K+].O.Cl. (2) Given the product [F:1][C:2]1[CH:3]=[CH:4][C:5]([N+:9]([O-:11])=[O:10])=[C:6]([O:8][CH:12]([CH3:17])[CH3:13])[CH:7]=1, predict the reactants needed to synthesize it. The reactants are: [F:1][C:2]1[CH:3]=[CH:4][C:5]([N+:9]([O-:11])=[O:10])=[C:6]([OH:8])[CH:7]=1.[C:12]1(P(C2C=CC=CC=2)C2C=CC=CC=2)[CH:17]=CC=C[CH:13]=1.CC(O)C.CC(OC(/N=N/C(OC(C)C)=O)=O)C. (3) Given the product [N:13]1[CH:14]=[CH:15][CH:16]=[CH:17][C:12]=1[CH2:11][C:7]1[NH:8][CH:9]=[CH:10][N:6]=1, predict the reactants needed to synthesize it. The reactants are: CN(C)S([N:6]1[CH:10]=[CH:9][N:8]=[C:7]1[CH2:11][C:12]1[CH:17]=[CH:16][CH:15]=[CH:14][N:13]=1)(=O)=O.[OH-].[K+]. (4) Given the product [F:58][C:59]1[CH:64]=[C:63]([F:65])[CH:62]=[CH:61][C:60]=1[NH:66][C:67](=[O:68])[NH:32][C:33]1[CH:38]=[CH:37][C:36]([C:39]2[S:43][C:42]([CH:44]3[CH2:49][CH2:48][N:47]([C:50]([CH3:56])([CH3:57])[C:51]([O:53][CH2:54][CH3:55])=[O:52])[CH2:46][CH2:45]3)=[N:41][CH:40]=2)=[CH:35][CH:34]=1, predict the reactants needed to synthesize it. The reactants are: FC(F)(F)C1C=C(NC(=O)NC2C=CC(C3SC(CCC(OC)=O)=NC=3)=CC=2)C=CC=1.[NH2:32][C:33]1[CH:38]=[CH:37][C:36]([C:39]2[S:43][C:42]([CH:44]3[CH2:49][CH2:48][N:47]([C:50]([CH3:57])([CH3:56])[C:51]([O:53][CH2:54][CH3:55])=[O:52])[CH2:46][CH2:45]3)=[N:41][CH:40]=2)=[CH:35][CH:34]=1.[F:58][C:59]1[CH:64]=[C:63]([F:65])[CH:62]=[CH:61][C:60]=1[N:66]=[C:67]=[O:68]. (5) Given the product [CH3:28][O:27][C:25]([C:22]1[CH:21]=[N:20][C:19]([O:17][CH2:16][C:11]2[N:12]([CH3:15])[N:13]=[N:14][C:10]=2[C:7]2[CH:6]=[CH:5][C:4]([F:3])=[CH:9][CH:8]=2)=[CH:24][N:23]=1)=[O:26], predict the reactants needed to synthesize it. The reactants are: [H-].[Na+].[F:3][C:4]1[CH:9]=[CH:8][C:7]([C:10]2[N:14]=[N:13][N:12]([CH3:15])[C:11]=2[CH2:16][OH:17])=[CH:6][CH:5]=1.Cl[C:19]1[N:20]=[CH:21][C:22]([C:25]([O:27][CH3:28])=[O:26])=[N:23][CH:24]=1.